This data is from Forward reaction prediction with 1.9M reactions from USPTO patents (1976-2016). The task is: Predict the product of the given reaction. (1) Given the reactants [CH2:1]([C:4]1[C:5]([OH:29])=[C:6]([C:10]2[NH:11][C:12]3[C:17]([C:18]=2[CH:19]2[CH2:24][CH2:23][CH2:22][CH2:21][CH2:20]2)=[CH:16][CH:15]=[C:14]([C:25]([O:27][CH3:28])=[O:26])[CH:13]=3)[CH:7]=[CH:8][CH:9]=1)[CH:2]=[CH2:3], predict the reaction product. The product is: [CH:19]1([C:18]2[C:17]3[C:12](=[CH:13][C:14]([C:25]([O:27][CH3:28])=[O:26])=[CH:15][CH:16]=3)[NH:11][C:10]=2[C:6]2[CH:7]=[CH:8][CH:9]=[C:4]([CH2:1][CH2:2][CH3:3])[C:5]=2[OH:29])[CH2:24][CH2:23][CH2:22][CH2:21][CH2:20]1. (2) Given the reactants [NH2:1][C:2]1[C:11]2[C:6](=[CH:7][CH:8]=[CH:9][C:10]=2[O:12][CH2:13][C@@H:14]([NH2:18])[CH:15]([CH3:17])[CH3:16])[N:5]=[C:4]([CH3:19])[C:3]=1[C:20]([O:22][CH2:23][CH3:24])=[O:21].[O:25]1[CH2:30][CH2:29][O:28][C:27]2[C:31]([C:35](O)=[O:36])=[CH:32][CH:33]=[CH:34][C:26]1=2, predict the reaction product. The product is: [NH2:1][C:2]1[C:11]2[C:6](=[CH:7][CH:8]=[CH:9][C:10]=2[O:12][CH2:13][C@@H:14]([NH:18][C:35]([C:31]2[C:27]3[O:28][CH2:29][CH2:30][O:25][C:26]=3[CH:34]=[CH:33][CH:32]=2)=[O:36])[CH:15]([CH3:17])[CH3:16])[N:5]=[C:4]([CH3:19])[C:3]=1[C:20]([O:22][CH2:23][CH3:24])=[O:21]. (3) Given the reactants [CH2:1]([CH:8]([NH:22][C:23]([C:25]1[CH:34]=[N:33][C:32]2[C:27](=[CH:28][CH:29]=[CH:30][CH:31]=2)[N:26]=1)=[O:24])[CH:9]([OH:21])[CH2:10][CH:11]([C:18](=[NH:20])[NH2:19])[CH2:12][CH2:13][C:14]([F:17])([CH3:16])[CH3:15])[C:2]1[CH:7]=[CH:6][CH:5]=[CH:4][CH:3]=1.C(N(CC)CC)C.[CH3:42][S:43](Cl)(=[O:45])=[O:44], predict the reaction product. The product is: [NH2:20][C:18](=[N:19][S:43]([CH3:42])(=[O:45])=[O:44])[CH:11]([CH2:12][CH2:13][C:14]([F:17])([CH3:16])[CH3:15])[CH2:10][CH:9]([OH:21])[CH:8]([NH:22][C:23]([C:25]1[CH:34]=[N:33][C:32]2[C:27](=[CH:28][CH:29]=[CH:30][CH:31]=2)[N:26]=1)=[O:24])[CH2:1][C:2]1[CH:7]=[CH:6][CH:5]=[CH:4][CH:3]=1. (4) Given the reactants N12CCN(CC1)CC2.[CH3:9][N:10]([CH3:15])[S:11](Cl)(=[O:13])=[O:12].[NH:16]1[CH:20]=[CH:19][CH:18]=[N:17]1, predict the reaction product. The product is: [CH3:9][N:10]([CH3:15])[S:11]([N:16]1[CH:20]=[CH:19][CH:18]=[N:17]1)(=[O:13])=[O:12]. (5) The product is: [NH2:13][C:11]1[CH:10]=[C:9]([N:16]2[CH:20]=[C:19]([C:21]([O:23][CH3:24])=[O:22])[N:18]=[CH:17]2)[CH:8]=[C:7]([N:1]2[CH2:2][CH2:3][O:4][CH2:5][CH2:6]2)[CH:12]=1. Given the reactants [N:1]1([C:7]2[CH:8]=[C:9]([N:16]3[CH:20]=[C:19]([C:21]([O:23][CH3:24])=[O:22])[N:18]=[CH:17]3)[CH:10]=[C:11]([N+:13]([O-])=O)[CH:12]=2)[CH2:6][CH2:5][O:4][CH2:3][CH2:2]1, predict the reaction product. (6) Given the reactants C([O:3][C:4]([C:6]1([C:19]2[CH:24]=[N:23][CH:22]=[C:21]([Cl:25])[N:20]=2)[CH2:11][CH2:10][CH2:9][N:8]([C:12]([O:14][C:15]([CH3:18])([CH3:17])[CH3:16])=[O:13])[CH2:7]1)=[O:5])C, predict the reaction product. The product is: [C:15]([O:14][C:12]([N:8]1[CH2:9][CH2:10][CH2:11][C:6]([C:19]2[CH:24]=[N:23][CH:22]=[C:21]([Cl:25])[N:20]=2)([C:4]([OH:5])=[O:3])[CH2:7]1)=[O:13])([CH3:18])([CH3:16])[CH3:17]. (7) Given the reactants [CH2:1]([O:8][C:9]1[CH:10]=[C:11]([C:15]2[NH:19][N:18]=[C:17]([C:20]([NH:22][CH2:23][C:24](O)=[O:25])=[O:21])[CH:16]=2)[CH:12]=[CH:13][CH:14]=1)[C:2]1[CH:7]=[CH:6][CH:5]=[CH:4][CH:3]=1.CCN(C(C)C)C(C)C.CCN=C=NCCCN(C)C.Cl.Cl.Cl.[Cl:50][C:51]1[CH:56]=[CH:55][CH:54]=[CH:53][C:52]=1[NH:57][CH:58]1[CH2:63][CH2:62][NH:61][CH2:60][CH2:59]1, predict the reaction product. The product is: [Cl:50][C:51]1[CH:56]=[CH:55][CH:54]=[CH:53][C:52]=1[NH:57][CH:58]1[CH2:63][CH2:62][N:61]([C:24](=[O:25])[CH2:23][NH:22][C:20]([C:17]2[CH:16]=[C:15]([C:11]3[CH:12]=[CH:13][CH:14]=[C:9]([O:8][CH2:1][C:2]4[CH:7]=[CH:6][CH:5]=[CH:4][CH:3]=4)[CH:10]=3)[NH:19][N:18]=2)=[O:21])[CH2:60][CH2:59]1. (8) Given the reactants [CH2:1]([O:3][C:4]1[CH:5]=[CH:6][C:7]([F:18])=[C:8]([C:10]2[CH:15]=[C:14]([CH3:16])[N:13]=[C:12](I)[N:11]=2)[CH:9]=1)[CH3:2].[O:19]=[C:20]1[C@@:25]([NH:29][C:30](=[O:36])[O:31][C:32]([CH3:35])([CH3:34])[CH3:33])([CH2:26][C:27]#[CH:28])[CH2:24][CH2:23][CH2:22][N:21]1[CH2:37][O:38][CH2:39][CH2:40][Si:41]([CH3:44])([CH3:43])[CH3:42].N(CC)CC, predict the reaction product. The product is: [CH2:1]([O:3][C:4]1[CH:5]=[CH:6][C:7]([F:18])=[C:8]([C:10]2[CH:15]=[C:14]([CH3:16])[N:13]=[C:12]([C:28]#[C:27][CH2:26][C@@:25]3([NH:29][C:30](=[O:36])[O:31][C:32]([CH3:34])([CH3:33])[CH3:35])[CH2:24][CH2:23][CH2:22][N:21]([CH2:37][O:38][CH2:39][CH2:40][Si:41]([CH3:43])([CH3:42])[CH3:44])[C:20]3=[O:19])[N:11]=2)[CH:9]=1)[CH3:2]. (9) The product is: [Cl:1][C:2]1[N:3]=[C:4]([N:19]2[CH2:24][CH2:23][O:22][CH2:21][CH2:20]2)[C:5]2[S:10][C:9]([C:11]3[CH:12]=[C:13]([CH2:17][NH:18][C:50](=[O:51])[CH2:49][OH:52])[CH:14]=[CH:15][CH:16]=3)=[CH:8][C:6]=2[N:7]=1. Given the reactants [Cl:1][C:2]1[N:3]=[C:4]([N:19]2[CH2:24][CH2:23][O:22][CH2:21][CH2:20]2)[C:5]2[S:10][C:9]([C:11]3[CH:12]=[C:13]([CH2:17][NH2:18])[CH:14]=[CH:15][CH:16]=3)=[CH:8][C:6]=2[N:7]=1.CN(C(ON1N=NC2C=CC=NC1=2)=[N+](C)C)C.F[P-](F)(F)(F)(F)F.[C:49](O)(=[O:52])[CH2:50][OH:51].CCN(C(C)C)C(C)C, predict the reaction product. (10) Given the reactants [C:1]([OH:20])(=O)[CH2:2][CH2:3][CH2:4][CH2:5][CH2:6][CH2:7][CH2:8]/[CH:9]=[CH:10]\[CH2:11][CH2:12][CH2:13][CH2:14][CH2:15][CH2:16][CH2:17][CH3:18].C1CCC(N=C=NC2CCCCC2)CC1.C(OCC)(=O)C.[NH:42]1[CH2:48][CH2:47][CH2:46][C@H:43]1[CH2:44][OH:45], predict the reaction product. The product is: [C:1]([N:42]1[CH2:48][CH2:47][CH2:46][C@H:43]1[CH2:44][OH:45])(=[O:20])[CH2:2][CH2:3][CH2:4][CH2:5][CH2:6][CH2:7][CH2:8]/[CH:9]=[CH:10]\[CH2:11][CH2:12][CH2:13][CH2:14][CH2:15][CH2:16][CH2:17][CH3:18].